Dataset: Catalyst prediction with 721,799 reactions and 888 catalyst types from USPTO. Task: Predict which catalyst facilitates the given reaction. Reactant: C1(P(C2C=CC=CC=2)C2C=CC=CC=2)C=CC=CC=1.C(N=C=NC(C)C)(C)C.[C:29]([N:36]1[CH2:41][CH2:40][CH2:39][CH:38](O)[CH2:37]1)([O:31][C:32]([CH3:35])([CH3:34])[CH3:33])=[O:30].[Cl:43][C:44]1[N:49]=[CH:48][N:47]=[C:46]2[NH:50][N:51]=[CH:52][C:45]=12. The catalyst class is: 7. Product: [C:32]([O:31][C:29]([N:36]1[CH2:41][CH2:40][CH2:39][CH:38]([N:50]2[C:46]3=[N:47][CH:48]=[N:49][C:44]([Cl:43])=[C:45]3[CH:52]=[N:51]2)[CH2:37]1)=[O:30])([CH3:35])([CH3:34])[CH3:33].